This data is from Reaction yield outcomes from USPTO patents with 853,638 reactions. The task is: Predict the reaction yield, written as a fraction of the theoretical maximum amount of product (1.0 means a 100% yield; for example, 0.34 means a 34% yield). (1) The reactants are [CH2:1]1[CH2:6][CH2:5]C(N=C=N[CH:1]2[CH2:6][CH2:5]C[CH2:3][CH2:2]2)[CH2:3][CH2:2]1.[C:16]([OH:26])(=[O:25])[CH2:17][CH2:18][CH2:19][CH2:20][CH2:21][C:22]([OH:24])=[O:23].C=CC(O)C=C. The catalyst is C1COCC1.CN(C1C=CN=CC=1)C. The product is [O:23]=[C:22]([O:24][CH:1]([CH:6]=[CH2:5])[CH:2]=[CH2:3])[CH2:21][CH2:20][CH2:19][CH2:18][CH2:17][C:16]([OH:26])=[O:25]. The yield is 0.780. (2) The reactants are [CH3:1][C:2]1[CH:3]=[C:4]([CH:8]=[CH:9][C:10]=1[N:11]1[CH:15]=[CH:14][CH:13]=[CH:12]1)[C:5]([NH2:7])=O.[Br:16]N1C(=O)CCC1=O.O. The catalyst is CN(C=O)C. The product is [Br:16][C:12]1[N:11]([C:10]2[CH:9]=[CH:8][C:4]([C:5]#[N:7])=[CH:3][C:2]=2[CH3:1])[CH:15]=[CH:14][CH:13]=1. The yield is 0.360.